Predict which catalyst facilitates the given reaction. From a dataset of Catalyst prediction with 721,799 reactions and 888 catalyst types from USPTO. (1) Reactant: [F:1][C:2]([F:38])([F:37])[C:3]1[C:4]([O:26][CH:27]2[CH2:32][CH2:31][CH:30]([C:33]([F:36])([F:35])[F:34])[CH2:29][CH2:28]2)=[CH:5][CH:6]=[C:7]2[C:12]=1[CH:11]=[C:10]([CH:13]([N:15]1[CH:20]3[CH2:21][CH2:22][CH:16]1[CH2:17][CH:18]([C:23]([OH:25])=[O:24])[CH2:19]3)[CH3:14])[CH:9]=[CH:8]2.C(=O)=O. Product: [F:36][C:33]([F:34])([F:35])[C@@H:30]1[CH2:31][CH2:32][C@H:27]([O:26][C:4]2[C:3]([C:2]([F:1])([F:37])[F:38])=[C:12]3[C:7]([CH:8]=[CH:9][C:10]([C@H:13]([N:15]4[CH:16]5[CH2:22][CH2:21][CH:20]4[CH2:19][CH:18]([C:23]([OH:25])=[O:24])[CH2:17]5)[CH3:14])=[CH:11]3)=[CH:6][CH:5]=2)[CH2:28][CH2:29]1. The catalyst class is: 5. (2) Reactant: [CH3:1][S:2]([C:5]1[CH:6]=[CH:7][C:8]([N+:11]([O-])=O)=[N:9][CH:10]=1)(=[O:4])=[O:3]. Product: [CH3:1][S:2]([C:5]1[CH:6]=[CH:7][C:8]([NH2:11])=[N:9][CH:10]=1)(=[O:4])=[O:3]. The catalyst class is: 19. (3) Reactant: [O:1]=[C:2]1[CH2:7][O:6][C:5]2[CH:8]=[CH:9][C:10]([CH2:12][NH:13][CH:14]3[CH2:19][CH2:18][N:17]([CH2:20][CH2:21][N:22]4[C:31]5[C:26](=[N:27][CH:28]=[C:29]([O:32][CH3:33])[CH:30]=5)[CH:25]=[CH:24][C:23]4=[O:34])[CH2:16][CH2:15]3)=[N:11][C:4]=2[NH:3]1.[ClH:35].C(OCC)(=O)C. Product: [ClH:35].[O:1]=[C:2]1[CH2:7][O:6][C:5]2[CH:8]=[CH:9][C:10]([CH2:12][NH:13][CH:14]3[CH2:15][CH2:16][N:17]([CH2:20][CH2:21][N:22]4[C:31]5[C:26](=[N:27][CH:28]=[C:29]([O:32][CH3:33])[CH:30]=5)[CH:25]=[CH:24][C:23]4=[O:34])[CH2:18][CH2:19]3)=[N:11][C:4]=2[NH:3]1. The catalyst class is: 370.